This data is from Full USPTO retrosynthesis dataset with 1.9M reactions from patents (1976-2016). The task is: Predict the reactants needed to synthesize the given product. (1) Given the product [N:1]1([CH2:10][CH:11]=[O:13])[C:5]2[CH:6]=[CH:7][CH:8]=[CH:9][C:4]=2[N:3]=[CH:2]1, predict the reactants needed to synthesize it. The reactants are: [N:1]1([CH:10](O)[CH:11]([OH:13])C)[C:5]2[CH:6]=[CH:7][CH:8]=[CH:9][C:4]=2[N:3]=[CH:2]1.I([O-])(=O)(=O)=O.[Na+]. (2) Given the product [N+:31]([C:34]1[CH:35]=[CH:36][C:37]([C:38]([NH:1][C:2]2[CH:23]=[CH:22][C:5]3[N:6]([CH:9]([C:16]4[CH:17]=[CH:18][CH:19]=[CH:20][CH:21]=4)[CH2:10][C:11]([O:13][CH2:14][CH3:15])=[O:12])[CH:7]=[N:8][C:4]=3[CH:3]=2)=[O:39])=[CH:41][CH:42]=1)([O-:33])=[O:32], predict the reactants needed to synthesize it. The reactants are: [NH2:1][C:2]1[CH:23]=[CH:22][C:5]2[N:6]([CH:9]([C:16]3[CH:21]=[CH:20][CH:19]=[CH:18][CH:17]=3)[CH2:10][C:11]([O:13][CH2:14][CH3:15])=[O:12])[CH:7]=[N:8][C:4]=2[CH:3]=1.C(N(CC)CC)C.[N+:31]([C:34]1[CH:42]=[CH:41][C:37]([C:38](Cl)=[O:39])=[CH:36][CH:35]=1)([O-:33])=[O:32]. (3) Given the product [CH:4]1([S:5]([C:8]2[CH:16]=[C:15]3[C:11]([C:12]([CH3:21])([CH3:20])[CH2:13][N:14]3[C:17](=[O:19])[CH3:18])=[CH:10][C:9]=2[F:22])(=[O:7])=[O:6])[CH2:2][CH2:3]1, predict the reactants needed to synthesize it. The reactants are: Cl[CH2:2][CH2:3][CH2:4][S:5]([C:8]1[CH:16]=[C:15]2[C:11]([C:12]([CH3:21])([CH3:20])[CH2:13][N:14]2[C:17](=[O:19])[CH3:18])=[CH:10][C:9]=1[F:22])(=[O:7])=[O:6].C[Si]([N-][Si](C)(C)C)(C)C.[K+]. (4) Given the product [F:12][C:7]1[CH:8]=[C:9]([O:10][CH3:11])[C:2]([CH3:13])=[C:3]([CH:6]=1)[C:4]#[N:5], predict the reactants needed to synthesize it. The reactants are: Br[C:2]1[C:9]([O:10][CH3:11])=[CH:8][C:7]([F:12])=[CH:6][C:3]=1[C:4]#[N:5].[CH3:13]B(O)O.[O-]P([O-])([O-])=O.[K+].[K+].[K+].